Dataset: Reaction yield outcomes from USPTO patents with 853,638 reactions. Task: Predict the reaction yield, written as a fraction of the theoretical maximum amount of product (1.0 means a 100% yield; for example, 0.34 means a 34% yield). (1) The catalyst is CC1CCCO1.CCOC(C)=O.O.[O-]CC.[Ti+4].[O-]CC.[O-]CC.[O-]CC. The reactants are [Br:1][C:2]1[CH:3]=[C:4]2[C:9](=[CH:10][CH:11]=1)[O:8][CH:7]([CH:12]1[CH2:17][CH2:16][CH2:15][O:14][CH2:13]1)[CH2:6][C:5]2=O.[CH3:19][C:20]([S:23]([NH2:25])=[O:24])([CH3:22])[CH3:21]. The yield is 0.900. The product is [Br:1][C:2]1[CH:3]=[C:4]2[C:9](=[CH:10][CH:11]=1)[O:8][CH:7]([CH:12]1[CH2:17][CH2:16][CH2:15][O:14][CH2:13]1)[CH2:6][C:5]2=[N:25][S:23]([C:20]([CH3:22])([CH3:21])[CH3:19])=[O:24]. (2) The reactants are [C:1]([O:5][C:6](=[O:28])[NH:7][C:8]1[CH:13]=[CH:12][CH:11]=[CH:10][C:9]=1[NH:14][C:15]1[N:20]=[C:19]([N:21]2[CH2:26][CH2:25][NH:24][CH2:23][CH2:22]2)[C:18]([Cl:27])=[CH:17][N:16]=1)([CH3:4])([CH3:3])[CH3:2].[N:29]([C:32]1[CH:37]=[CH:36][CH:35]=[C:34]([C:38]([F:41])([F:40])[F:39])[CH:33]=1)=[C:30]=[O:31].C(N(CC)CC)C. The catalyst is C(Cl)Cl. The product is [C:1]([O:5][C:6](=[O:28])[NH:7][C:8]1[CH:13]=[CH:12][CH:11]=[CH:10][C:9]=1[NH:14][C:15]1[N:20]=[C:19]([N:21]2[CH2:26][CH2:25][N:24]([C:30](=[O:31])[NH:29][C:32]3[CH:37]=[CH:36][CH:35]=[C:34]([C:38]([F:39])([F:41])[F:40])[CH:33]=3)[CH2:23][CH2:22]2)[C:18]([Cl:27])=[CH:17][N:16]=1)([CH3:4])([CH3:2])[CH3:3]. The yield is 0.620.